From a dataset of Forward reaction prediction with 1.9M reactions from USPTO patents (1976-2016). Predict the product of the given reaction. Given the reactants C(OC([N:11]1[CH2:16][CH2:15][CH2:14][CH:13]([C:17]([C:20]([O:22]CC)=[O:21])([CH3:19])[CH3:18])[CH2:12]1)=O)C1C=CC=CC=1.CO, predict the reaction product. The product is: [CH3:19][C:17]([CH:13]1[CH2:14][CH2:15][CH2:16][NH:11][CH2:12]1)([CH3:18])[C:20]([OH:22])=[O:21].